From a dataset of Forward reaction prediction with 1.9M reactions from USPTO patents (1976-2016). Predict the product of the given reaction. (1) Given the reactants [F:1][CH2:2][C:3]1([CH3:10])[CH2:8][CH2:7][C:6](=O)[CH2:5][CH2:4]1.C1C=CC(N([S:25]([C:28]([F:31])([F:30])[F:29])(=[O:27])=[O:26])[S:25]([C:28]([F:31])([F:30])[F:29])(=[O:27])=[O:26])=CC=1.C[Si]([N-][Si](C)(C)C)(C)C.[K+].[O:42]1CCCC1, predict the reaction product. The product is: [F:29][C:28]([F:31])([F:30])[S:25]([O:42][C:8]1[C:3]([CH2:2][F:1])([CH3:10])[CH2:4][CH2:5][CH2:6][CH:7]=1)(=[O:27])=[O:26]. (2) Given the reactants Cl[CH2:2][CH2:3][CH2:4][CH2:5][CH:6]1[CH2:10][CH2:9][CH:8]([C:11]2[CH:16]=[CH:15][C:14]([F:17])=[CH:13][CH:12]=2)[N:7]1[S:18]([C:21]1[CH:26]=[CH:25][C:24]([CH3:27])=[CH:23][CH:22]=1)(=[O:20])=[O:19].[NH:28]1[CH:32]=[N:31][N:30]=[N:29]1, predict the reaction product. The product is: [F:17][C:14]1[CH:15]=[CH:16][C:11]([CH:8]2[N:7]([S:18]([C:21]3[CH:22]=[CH:23][C:24]([CH3:27])=[CH:25][CH:26]=3)(=[O:20])=[O:19])[CH:6]([CH2:5][CH2:4][CH2:3][CH2:2][N:28]3[CH:32]=[N:31][N:30]=[N:29]3)[CH2:10][CH2:9]2)=[CH:12][CH:13]=1. (3) Given the reactants [Cl:1][C:2]1[CH:3]=[C:4]([CH:9]=[CH:10][CH:11]=1)/[C:5](=[N:7]/[OH:8])/[NH2:6].[O:12]=[C:13]1[C:21]2[C:16](=[CH:17][CH:18]=[CH:19][CH:20]=2)[C:15](=[O:22])[N:14]1[C@@H:23]([CH3:27])[C:24](O)=O.C(=NC1CCCCC1)=NC1CCCCC1, predict the reaction product. The product is: [Cl:1][C:2]1[CH:3]=[C:4]([C:5]2[N:6]=[C:27]([C@@H:23]([N:14]3[C:15](=[O:22])[C:16]4[C:21](=[CH:20][CH:19]=[CH:18][CH:17]=4)[C:13]3=[O:12])[CH3:24])[O:8][N:7]=2)[CH:9]=[CH:10][CH:11]=1. (4) Given the reactants [Br:1][C:2]1[C:10]2[C:5](=[N:6][CH:7]=[C:8]([C:11]3[CH:12]=[CH:13][C:14]([NH:17][C:18](=[O:29])[CH2:19][CH2:20][NH:21][C:22](=[O:28])[O:23][C:24]([CH3:27])([CH3:26])[CH3:25])=[N:15][CH:16]=3)[CH:9]=2)[NH:4][CH:3]=1.[C:30](O[C:30]([O:32][C:33]([CH3:36])([CH3:35])[CH3:34])=[O:31])([O:32][C:33]([CH3:36])([CH3:35])[CH3:34])=[O:31], predict the reaction product. The product is: [Br:1][C:2]1[C:10]2[C:5](=[N:6][CH:7]=[C:8]([C:11]3[CH:16]=[N:15][C:14]([NH:17][C:18](=[O:29])[CH2:19][CH2:20][NH:21][C:22]([O:23][C:24]([CH3:25])([CH3:26])[CH3:27])=[O:28])=[CH:13][CH:12]=3)[CH:9]=2)[N:4]([C:30]([O:32][C:33]([CH3:36])([CH3:35])[CH3:34])=[O:31])[CH:3]=1.